This data is from Full USPTO retrosynthesis dataset with 1.9M reactions from patents (1976-2016). The task is: Predict the reactants needed to synthesize the given product. Given the product [CH3:17][N:18]([CH3:19])[C:2]1[CH:7]=[CH:6][N:5]=[C:4]([C:8]2[CH:13]=[C:12]([OH:14])[CH:11]=[C:10]([CH2:15][OH:16])[N:9]=2)[CH:3]=1, predict the reactants needed to synthesize it. The reactants are: Cl[C:2]1[CH:7]=[CH:6][N:5]=[C:4]([C:8]2[CH:13]=[C:12]([OH:14])[CH:11]=[C:10]([CH2:15][OH:16])[N:9]=2)[CH:3]=1.[CH3:17][NH:18][CH3:19].